Task: Regression. Given a peptide amino acid sequence and an MHC pseudo amino acid sequence, predict their binding affinity value. This is MHC class I binding data.. Dataset: Peptide-MHC class I binding affinity with 185,985 pairs from IEDB/IMGT (1) The peptide sequence is SPKRLATAIA. The MHC is HLA-B07:02 with pseudo-sequence HLA-B07:02. The binding affinity (normalized) is 0.674. (2) The peptide sequence is MQYLNPPPY. The MHC is HLA-B15:17 with pseudo-sequence HLA-B15:17. The binding affinity (normalized) is 0.739. (3) The peptide sequence is YGGKKAVTY. The MHC is HLA-B15:01 with pseudo-sequence HLA-B15:01. The binding affinity (normalized) is 0.330.